This data is from Catalyst prediction with 721,799 reactions and 888 catalyst types from USPTO. The task is: Predict which catalyst facilitates the given reaction. (1) Reactant: [CH3:1][Mg]Br.[F:4][C:5]1[CH:10]=[CH:9][CH:8]=[CH:7][C:6]=1[C:11]1[C:20]([CH:21]=[O:22])=[CH:19][C:18]2[C:13](=[CH:14][CH:15]=[CH:16][N:17]=2)[N:12]=1. Product: [F:4][C:5]1[CH:10]=[CH:9][CH:8]=[CH:7][C:6]=1[C:11]1[C:20]([CH:21]([OH:22])[CH3:1])=[CH:19][C:18]2[C:13](=[CH:14][CH:15]=[CH:16][N:17]=2)[N:12]=1. The catalyst class is: 1. (2) Reactant: [NH:1]1[C:5]2[CH:6]=[CH:7][CH:8]=[CH:9][C:4]=2[N:3]=[N:2]1.[CH:10]1([NH2:15])[CH2:14][CH2:13][CH2:12][CH2:11]1.[CH2:16]=O. Product: [N:1]1([CH2:16][NH:15][CH:10]2[CH2:14][CH2:13][CH2:12][CH2:11]2)[C:5]2[CH:6]=[CH:7][CH:8]=[CH:9][C:4]=2[N:3]=[N:2]1. The catalyst class is: 28.